This data is from NCI-60 drug combinations with 297,098 pairs across 59 cell lines. The task is: Regression. Given two drug SMILES strings and cell line genomic features, predict the synergy score measuring deviation from expected non-interaction effect. Drug 1: CN(C)C1=NC(=NC(=N1)N(C)C)N(C)C. Drug 2: C1=NC2=C(N=C(N=C2N1C3C(C(C(O3)CO)O)F)Cl)N. Cell line: RXF 393. Synergy scores: CSS=0.488, Synergy_ZIP=-1.98, Synergy_Bliss=0.696, Synergy_Loewe=-15.6, Synergy_HSA=-2.35.